Predict the reaction yield, written as a fraction of the theoretical maximum amount of product (1.0 means a 100% yield; for example, 0.34 means a 34% yield). From a dataset of Reaction yield outcomes from USPTO patents with 853,638 reactions. (1) The reactants are [F:1][CH:2]([F:12])[O:3][C:4]1[CH:11]=[CH:10][C:7]([CH:8]=O)=[CH:6][CH:5]=1.[NH2:13][C:14]1[N:15]=[N:16][C:17]([CH3:20])=[CH:18][CH:19]=1.C([O:23][C:24](=O)[C:25]([OH:37])=[CH:26][C:27]([C:29]1[CH:34]=[CH:33][C:32]([O:35][CH3:36])=[CH:31][CH:30]=1)=[O:28])C. No catalyst specified. The product is [F:1][CH:2]([F:12])[O:3][C:4]1[CH:11]=[CH:10][C:7]([CH:8]2[N:13]([C:14]3[N:15]=[N:16][C:17]([CH3:20])=[CH:18][CH:19]=3)[C:24](=[O:23])[C:25]([OH:37])=[C:26]2[C:27](=[O:28])[C:29]2[CH:30]=[CH:31][C:32]([O:35][CH3:36])=[CH:33][CH:34]=2)=[CH:6][CH:5]=1. The yield is 0.100. (2) The product is [Cl:1][C:2]1[N:3]=[C:4]([N:20]([CH3:21])[CH3:19])[C:5]2[CH2:10][CH2:9][CH:8]([C:11]3[CH:16]=[CH:15][C:14]([Cl:17])=[CH:13][CH:12]=3)[C:6]=2[N:7]=1. The yield is 0.476. The catalyst is CO. The reactants are [Cl:1][C:2]1[N:3]=[C:4](Cl)[C:5]2[CH2:10][CH2:9][CH:8]([C:11]3[CH:16]=[CH:15][C:14]([Cl:17])=[CH:13][CH:12]=3)[C:6]=2[N:7]=1.[CH3:19][NH:20][CH3:21]. (3) The reactants are [N+:1]([C:4]1[CH:8]=[C:7]([C:9](O)=[O:10])[NH:6][N:5]=1)([O-:3])=[O:2].B.C1COCC1.Cl. No catalyst specified. The product is [N+:1]([C:4]1[CH:8]=[C:7]([CH2:9][OH:10])[NH:6][N:5]=1)([O-:3])=[O:2]. The yield is 0.790. (4) The reactants are [C:1]([OH:7])(=O)[C:2]([CH3:5])([CH3:4])[CH3:3].N1(O)C2C=CC=CC=2N=N1.Cl.CN(C)CCCN=C=NCC.Cl.[NH2:31][C:32]1[C:33]2[C:43]([O:44][CH2:45][C@H:46]3[CH2:51][CH2:50][CH2:49][NH:48][CH2:47]3)=[CH:42][CH:41]=[CH:40][C:34]=2[NH:35][S:36](=[O:39])(=[O:38])[N:37]=1. The catalyst is O=[N+]([O-])[O-].[O-][N+](=O)[O-].[O-][N+](=O)[O-].[O-][N+](=O)[O-].[O-][N+](=O)[O-].[O-][N+](=O)[O-].[Ce+4].[NH4+].[NH4+].CN(C=O)C. The product is [NH2:31][C:32]1[C:33]2[C:43]([O:44][CH2:45][C@H:46]3[CH2:51][CH2:50][CH2:49][N:48]([C:1](=[O:7])[C:2]([CH3:5])([CH3:4])[CH3:3])[CH2:47]3)=[CH:42][CH:41]=[CH:40][C:34]=2[NH:35][S:36](=[O:38])(=[O:39])[N:37]=1. The yield is 0.480. (5) The reactants are [O:1]1[C:5]2[C:6]([C:10]([CH3:21])([CH3:20])[CH2:11][C:12]([C:16]([F:19])([F:18])[F:17])([OH:15])CO)=[CH:7][CH:8]=[CH:9][C:4]=2[CH2:3][CH2:2]1. The catalyst is CO. The product is [O:1]1[C:5]2[C:6]([C:10]([CH3:21])([CH3:20])[CH2:11][C:12](=[O:15])[C:16]([F:18])([F:19])[F:17])=[CH:7][CH:8]=[CH:9][C:4]=2[CH2:3][CH2:2]1. The yield is 1.00. (6) The reactants are C([O:5][C:6](=[O:32])[CH2:7][N:8]1[C:12]([C:13]2[CH:18]=[CH:17][CH:16]=[CH:15][CH:14]=2)=[C:11]([CH:19]2[CH2:24][CH2:23][CH2:22][CH2:21][CH2:20]2)[C:10]2[S:25][C:26]([C:28]([O:30][CH3:31])=[O:29])=[CH:27][C:9]1=2)(C)(C)C. The catalyst is C(Cl)Cl.C(O)(C(F)(F)F)=O. The product is [CH:19]1([C:11]2[C:10]3[S:25][C:26]([C:28]([O:30][CH3:31])=[O:29])=[CH:27][C:9]=3[N:8]([CH2:7][C:6]([OH:32])=[O:5])[C:12]=2[C:13]2[CH:18]=[CH:17][CH:16]=[CH:15][CH:14]=2)[CH2:24][CH2:23][CH2:22][CH2:21][CH2:20]1. The yield is 1.00. (7) The reactants are [I:1][C:2]1[C:10]2[C:5](=[N:6][CH:7]=[C:8]([C:11]3[CH:12]=[C:13]([C:17]([N:19]4[CH2:24][CH2:23][O:22][CH2:21][CH2:20]4)=[O:18])[CH:14]=[CH:15][CH:16]=3)[CH:9]=2)[NH:4][CH:3]=1.[C:25]1([CH3:35])[CH:30]=[CH:29][C:28]([S:31](Cl)(=[O:33])=[O:32])=[CH:27][CH:26]=1.[OH-].[K+].[OH-].C([N+](CCCC)(CCCC)CCCC)CCC. The catalyst is C1(C)C=CC=CC=1.O. The product is [I:1][C:2]1[C:10]2[C:5](=[N:6][CH:7]=[C:8]([C:11]3[CH:12]=[C:13]([C:17]([N:19]4[CH2:20][CH2:21][O:22][CH2:23][CH2:24]4)=[O:18])[CH:14]=[CH:15][CH:16]=3)[CH:9]=2)[N:4]([S:31]([C:28]2[CH:29]=[CH:30][C:25]([CH3:35])=[CH:26][CH:27]=2)(=[O:33])=[O:32])[CH:3]=1. The yield is 0.740. (8) The reactants are [F:1][C:2]([F:19])([F:18])[C:3]1[CH:4]=[CH:5][C:6]([O:9][C:10]2[CH:15]=[CH:14][C:13]([CH2:16]O)=[CH:12][CH:11]=2)=[N:7][CH:8]=1.S(Cl)([Cl:22])=O. The catalyst is C(Cl)Cl. The product is [Cl:22][CH2:16][C:13]1[CH:14]=[CH:15][C:10]([O:9][C:6]2[CH:5]=[CH:4][C:3]([C:2]([F:19])([F:18])[F:1])=[CH:8][N:7]=2)=[CH:11][CH:12]=1. The yield is 0.960. (9) The reactants are [F:1][C:2]1[CH:29]=[C:28]([N+:30]([O-:32])=[O:31])[CH:27]=[CH:26][C:3]=1[O:4][C:5]1[CH:10]=[CH:9][N:8]=[C:7]2[CH:11]=[C:12]([C:14]3[N:15]([CH3:25])[C:16]([CH2:19][NH:20][CH2:21][CH2:22][O:23][CH3:24])=[CH:17][N:18]=3)[S:13][C:6]=12.[CH3:33][C:34]([O:37][C:38](O[C:38]([O:37][C:34]([CH3:36])([CH3:35])[CH3:33])=[O:39])=[O:39])([CH3:36])[CH3:35]. The catalyst is C(Cl)Cl. The product is [F:1][C:2]1[CH:29]=[C:28]([N+:30]([O-:32])=[O:31])[CH:27]=[CH:26][C:3]=1[O:4][C:5]1[CH:10]=[CH:9][N:8]=[C:7]2[CH:11]=[C:12]([C:14]3[N:15]([CH3:25])[C:16]([CH2:19][N:20]([CH2:21][CH2:22][O:23][CH3:24])[C:38](=[O:39])[O:37][C:34]([CH3:36])([CH3:35])[CH3:33])=[CH:17][N:18]=3)[S:13][C:6]=12. The yield is 0.710. (10) The reactants are [NH:1]1[CH:5]=[CH:4][N:3]=[C:2]1[CH2:6][CH2:7][NH:8][C:9]([C:11]1[C:19]2[N:18]=[C:17]([C:20]3[S:21][CH:22]=[CH:23][CH:24]=3)[NH:16][C:15]=2[C:14]([O:25]C)=[CH:13][CH:12]=1)=[O:10].B(Br)(Br)Br. No catalyst specified. The product is [NH:3]1[CH:4]=[CH:5][N:1]=[C:2]1[CH2:6][CH2:7][NH:8][C:9]([C:11]1[C:19]2[N:18]=[C:17]([C:20]3[S:21][CH:22]=[CH:23][CH:24]=3)[NH:16][C:15]=2[C:14]([OH:25])=[CH:13][CH:12]=1)=[O:10]. The yield is 0.0300.